Dataset: Reaction yield outcomes from USPTO patents with 853,638 reactions. Task: Predict the reaction yield, written as a fraction of the theoretical maximum amount of product (1.0 means a 100% yield; for example, 0.34 means a 34% yield). (1) The reactants are [N:1]1[CH:6]=[CH:5][CH:4]=[CH:3][C:2]=1[C:7]1[CH:8]=[N:9][NH:10][C:11]=1[NH2:12].[F:13][C:14]1([F:31])[O:18][C:17]2[CH:19]=[CH:20][C:21]([C:23](=O)[CH2:24][C:25](OCC)=[O:26])=[CH:22][C:16]=2[O:15]1.CC1C=CC(S(O)(=O)=O)=CC=1. The catalyst is CCCCO. The product is [F:31][C:14]1([F:13])[O:18][C:17]2[CH:19]=[CH:20][C:21]([C:23]3[NH:12][C:11]4[N:10]([N:9]=[CH:8][C:7]=4[C:2]4[CH:3]=[CH:4][CH:5]=[CH:6][N:1]=4)[C:25](=[O:26])[CH:24]=3)=[CH:22][C:16]=2[O:15]1. The yield is 0.430. (2) The catalyst is C(Cl)Cl.CO. The reactants are [F:1][C:2]1[CH:10]=[CH:9][C:5]([C:6](Cl)=[O:7])=[CH:4][CH:3]=1.Cl.[F:12][C:13]1[CH:14]=[C:15]([C:19]2[N:23]=[C:22]([CH:24]3[CH2:29][CH2:28][CH2:27][NH:26][CH2:25]3)[O:21][N:20]=2)[CH:16]=[CH:17][CH:18]=1. The product is [F:1][C:2]1[CH:10]=[CH:9][C:5]([C:6]([N:26]2[CH2:27][CH2:28][CH2:29][CH:24]([C:22]3[O:21][N:20]=[C:19]([C:15]4[CH:16]=[CH:17][CH:18]=[C:13]([F:12])[CH:14]=4)[N:23]=3)[CH2:25]2)=[O:7])=[CH:4][CH:3]=1. The yield is 0.500.